From a dataset of Catalyst prediction with 721,799 reactions and 888 catalyst types from USPTO. Predict which catalyst facilitates the given reaction. (1) Reactant: CCN(CC)CC.[SH:8][CH2:9][C:10]([OH:12])=[O:11].Cl[C:14]1[CH:19]=[CH:18][C:17]([N+:20]([O-:22])=[O:21])=[CH:16][C:15]=1[N+:23]([O-:25])=[O:24].O. Product: [N+:20]([C:17]1[CH:16]=[C:15]([N+:23]([O-:25])=[O:24])[CH:14]=[CH:19][C:18]=1[S:8][CH2:9][C:10]([OH:12])=[O:11])([O-:22])=[O:21]. The catalyst class is: 12. (2) Reactant: [Cl:1][C:2]1[CH:3]=[CH:4][C:5]([N+:14]([O-])=O)=[C:6]([C:8](=[O:13])[C:9]([CH3:12])([CH3:11])[CH3:10])[CH:7]=1.[NH4+].[Cl-]. Product: [NH2:14][C:5]1[CH:4]=[CH:3][C:2]([Cl:1])=[CH:7][C:6]=1[C:8](=[O:13])[C:9]([CH3:11])([CH3:10])[CH3:12]. The catalyst class is: 314. (3) The catalyst class is: 7. Product: [OH:1][CH:2]([CH3:17])[CH2:3][C:4]([O:6][C@@H:7]1[CH2:12][C@H:11]([CH3:13])[CH2:10][CH2:9][C@H:8]1[C:14]([CH3:16])=[CH2:15])=[O:5]. Reactant: [O:1]=[C:2]([CH3:17])[CH2:3][C:4]([O:6][C@@H:7]1[CH2:12][C@H:11]([CH3:13])[CH2:10][CH2:9][C@H:8]1[C:14]([CH3:16])=[CH2:15])=[O:5].[BH4-].[Na+]. (4) Product: [CH2:1]([O:3][C:4]([C:5]1[CH:11]=[C:10]([C:12]2[CH:17]=[CH:16][CH:15]=[CH:14][CH:13]=2)[O:8][N:6]=1)=[O:9])[CH3:2]. Reactant: [CH2:1]([O:3][C:4](=[O:9])[CH2:5][N+:6]([O-:8])=O)[CH3:2].[C:10]([C:12]1[CH:17]=[CH:16][CH:15]=[CH:14][CH:13]=1)#[CH:11].C1(N=C=O)C=CC=CC=1. The catalyst class is: 133. (5) Reactant: [C:1]([O:5][C:6]([N:8]1[CH2:13][CH2:12][CH:11]([C:14]#[C:15][C:16]2[C:21](Cl)=[CH:20][N:19]=[C:18]([C:23]3[CH:28]=[CH:27][C:26]([S:29]([CH3:32])(=[O:31])=[O:30])=[CH:25][C:24]=3[F:33])[CH:17]=2)[CH2:10][CH2:9]1)=[O:7])([CH3:4])([CH3:3])[CH3:2].[OH-:34].[K+].C(P(C(C)(C)C)C1(C(C)C)CC(C(C)C)=CC(C(C)C)=C1C1C=CC=CC=1)(C)(C)C. Product: [C:1]([O:5][C:6]([N:8]1[CH2:13][CH2:12][CH:11]([C:14]2[O:34][C:21]3=[CH:20][N:19]=[C:18]([C:23]4[CH:28]=[CH:27][C:26]([S:29]([CH3:32])(=[O:31])=[O:30])=[CH:25][C:24]=4[F:33])[CH:17]=[C:16]3[CH:15]=2)[CH2:10][CH2:9]1)=[O:7])([CH3:4])([CH3:3])[CH3:2]. The catalyst class is: 38. (6) The catalyst class is: 98. Product: [Cl:30][C:27]1[S:26][C:25]([S:22]([NH:21][C:12]2[C:13]3[C:18](=[CH:17][CH:16]=[CH:15][C:14]=3[CH2:19][OH:20])[N:10]([CH2:9][C:5]3[CH:4]=[C:3]([CH2:2][NH:1][C:47](=[O:49])[CH3:48])[CH:8]=[CH:7][CH:6]=3)[N:11]=2)(=[O:23])=[O:24])=[CH:29][CH:28]=1. Reactant: [NH2:1][CH2:2][C:3]1[CH:4]=[C:5]([CH2:9][N:10]2[C:18]3[C:13](=[C:14]([CH2:19][OH:20])[CH:15]=[CH:16][CH:17]=3)[C:12]([N:21](S(C3SC(Cl)=CC=3)(=O)=O)[S:22]([C:25]3[S:26][C:27]([Cl:30])=[CH:28][CH:29]=3)(=[O:24])=[O:23])=[N:11]2)[CH:6]=[CH:7][CH:8]=1.C(N(CC)CC)C.[C:47](OC(=O)C)(=[O:49])[CH3:48].[OH-].[Na+]. (7) Reactant: C(N)CN.CCCC[N+](CCCC)(CCCC)CCCC.[F-].[C:23]1([N:29]([C:49]2[CH:54]=[CH:53][CH:52]=[CH:51][CH:50]=2)[C:30]([C:32]2[N:33](COCC[Si](C)(C)C)[N:34]=[C:35]3[C:40]=2[CH:39]=[CH:38][CH:37]=[CH:36]3)=[O:31])[CH:28]=[CH:27][CH:26]=[CH:25][CH:24]=1.O. Product: [C:49]1([N:29]([C:23]2[CH:28]=[CH:27][CH:26]=[CH:25][CH:24]=2)[C:30]([C:32]2[C:40]3[C:35](=[CH:36][CH:37]=[CH:38][CH:39]=3)[NH:34][N:33]=2)=[O:31])[CH:54]=[CH:53][CH:52]=[CH:51][CH:50]=1. The catalyst class is: 54.